The task is: Regression. Given a peptide amino acid sequence and an MHC pseudo amino acid sequence, predict their binding affinity value. This is MHC class I binding data.. This data is from Peptide-MHC class I binding affinity with 185,985 pairs from IEDB/IMGT. The peptide sequence is RTLSTNSLV. The MHC is Mamu-A01 with pseudo-sequence Mamu-A01. The binding affinity (normalized) is 0.230.